This data is from Forward reaction prediction with 1.9M reactions from USPTO patents (1976-2016). The task is: Predict the product of the given reaction. Given the reactants [Cl:1][C:2]1[C:7]([C:8]2[CH:16]=C[C:11]3[N:12]=[CH:13]S[C:10]=3[CH:9]=2)=[CH:6][CH:5]=[CH:4][N:3]=1.BrC1C=CC2[N:22]([N:24]=CN=2)C=1.ClC1C(B2OC(C)(C)C(C)(C)O2)=CC=CN=1.C([O-])([O-])=O.[Na+].[Na+], predict the reaction product. The product is: [Cl:1][C:2]1[C:7]([C:8]2[CH:9]=[CH:10][C:11]3[N:22]([N:24]=[CH:13][N:12]=3)[CH:16]=2)=[CH:6][CH:5]=[CH:4][N:3]=1.